From a dataset of Catalyst prediction with 721,799 reactions and 888 catalyst types from USPTO. Predict which catalyst facilitates the given reaction. (1) Reactant: [CH2:1](Br)[C:2]1[CH:7]=[CH:6][CH:5]=[CH:4][CH:3]=1.[OH:9][CH2:10][CH2:11][O:12][C:13]1[C:18]([CH3:19])=[CH:17][C:16]([C:20]2[CH:25]=[CH:24][C:23]([C:26]([OH:28])=[O:27])=[CH:22][CH:21]=2)=[CH:15][C:14]=1[CH3:29].C(=O)([O-])[O-].[K+].[K+].O. Product: [OH:9][CH2:10][CH2:11][O:12][C:13]1[C:18]([CH3:19])=[CH:17][C:16]([C:20]2[CH:25]=[CH:24][C:23]([C:26]([O:28][CH2:1][C:2]3[CH:7]=[CH:6][CH:5]=[CH:4][CH:3]=3)=[O:27])=[CH:22][CH:21]=2)=[CH:15][C:14]=1[CH3:29]. The catalyst class is: 42. (2) Reactant: [CH2:1]([OH:66])[C@H:2]1[O:7][C@@H:6]2[O:8][C@H]3[C@H](O)[C@@H](O)[C@@H]([O:49][C@H:3]4[C@H:4]([OH:65])[C@@H:5]([OH:64])[C@@H:6]([O:8][C@H]5[C@H](O)[C@@H](O)[C@@H]([O:49][C@H:3]6[C@H:4]([OH:65])[C@@H:5]([OH:64])[C@@H:6]([O:8][C@H]7[C@H](O)[C@@H](O)[C@@H]([O:49][C@H:3]1[C@H:4]([OH:65])[C@H:5]2[OH:64])O[C@@H]7CO)[O:7][C@@H:2]6[CH2:1][OH:66])O[C@@H]5CO)[O:7][C@@H:2]4[CH2:1][OH:66])O[C@@H]3CO.C(O)[C@H]1O[C@@H]2O[C@H]3[C@H](O)[C@@H](O)[C@@H](O[C@H]4[C@H](O)[C@@H](O)[C@@H](O[C@H]5[C@H](O)[C@@H](O)[C@@H](O[C@H]6[C@H](O)[C@@H](O)[C@@H](O[C@H]7[C@H](O)[C@@H](O)[C@@H](O[C@H]8[C@H](O)[C@@H](O)[C@@H](O[C@H]1[C@H](O)[C@H]2O)O[C@@H]8CO)O[C@@H]7CO)O[C@@H]6CO)O[C@@H]5CO)O[C@@H]4CO)O[C@@H]3CO.C(O)[C@H]1O[C@@H]2O[C@H]3[C@H](O)[C@@H](O)[C@@H](O[C@H]4[C@H](O)[C@@H](O)[C@@H](O[C@H]5[C@H](O)[C@@H](O)C(OC6[C@H](O)[C@@H](O)C(C7[C@H](O)[C@@H](O)C(O[C@H]8[C@H](O)[C@@H](O)[C@@H](O[C@H]9[C@H](O)[C@@H](O)[C@@H](O[C@H]1[C@H](O)[C@H]2O)O[C@@H]9CO)O[C@@H]8CO)O[C@@H]7CO)O[C@@H]6CO)O[C@@H]5CO)O[C@@H]4CO)O[C@@H]3CO.[OH-].[Na+].[Na+].ClCC([O-])=O. Product: [O:8]=[CH:6][C@@H:5]([C@H:4]([C@@H:3]([C@@H:2]([CH2:1][OH:66])[OH:7])[OH:49])[OH:65])[OH:64]. The catalyst class is: 252.